This data is from Reaction yield outcomes from USPTO patents with 853,638 reactions. The task is: Predict the reaction yield, written as a fraction of the theoretical maximum amount of product (1.0 means a 100% yield; for example, 0.34 means a 34% yield). (1) The reactants are [C:1]([O:5][C:6]([N:8]1[CH2:13][CH2:12][CH:11]([NH2:14])[CH:10]([CH3:15])[CH2:9]1)=[O:7])([CH3:4])([CH3:3])[CH3:2].C(N(CC)CC)C.Cl[CH2:24][CH2:25][CH2:26][C:27](Cl)=[O:28].[H-].[Na+]. The catalyst is C(Cl)Cl.CN(C=O)C. The product is [C:1]([O:5][C:6]([N:8]1[CH2:13][CH2:12][C@H:11]([N:14]2[CH2:24][CH2:25][CH2:26][C:27]2=[O:28])[C@H:10]([CH3:15])[CH2:9]1)=[O:7])([CH3:4])([CH3:2])[CH3:3].[C:1]([O:5][C:6]([N:8]1[CH2:13][CH2:12][C@@H:11]([N:14]2[CH2:24][CH2:25][CH2:26][C:27]2=[O:28])[C@H:10]([CH3:15])[CH2:9]1)=[O:7])([CH3:4])([CH3:2])[CH3:3]. The yield is 0.180. (2) The reactants are [C:1]([OH:11])(=[O:10])[C@@H:2]([C:4]1[CH:9]=[CH:8][CH:7]=[CH:6][CH:5]=1)[OH:3].CCCCC.[CH3:17][C:18]([CH:21]=O)([CH3:20])[CH3:19].C([O-])(O)=O.[Na+]. The catalyst is FC(F)(F)S(O)(=O)=O. The product is [C:18]([C@H:21]1[O:10][C:1](=[O:11])[C@@H:2]([C:4]2[CH:9]=[CH:8][CH:7]=[CH:6][CH:5]=2)[O:3]1)([CH3:20])([CH3:19])[CH3:17]. The yield is 0.880. (3) The reactants are Cl.[Cl:2][C:3]1[CH:8]=[CH:7][CH:6]=[C:5]([Cl:9])[C:4]=1[CH2:10][C:11](=[NH:13])[NH2:12].[Na].[C:15](OCC)(=[O:22])[CH2:16][C:17](OCC)=[O:18]. The catalyst is C(O)C. The product is [Cl:2][C:3]1[CH:8]=[CH:7][CH:6]=[C:5]([Cl:9])[C:4]=1[CH2:10][C:11]1[N:12]=[C:17]([OH:18])[CH:16]=[C:15]([OH:22])[N:13]=1. The yield is 0.764. (4) The reactants are [C:1]([O:5][C:6]([N:8]1[CH2:12][C@H:11](O)[CH2:10][C@H:9]1[CH2:14][C:15]#[CH:16])=[O:7])([CH3:4])([CH3:3])[CH3:2].[C:17]1(P(C2C=CC=CC=2)C2C=CC=CC=2)C=CC=CC=1.[N:36]([C:44]([O:46][CH:47]([CH3:49])[CH3:48])=[O:45])=[N:36][C:44]([O:46][CH:47]([CH3:49])[CH3:48])=[O:45].C1C=CC(OP(OC2C=CC=CC=2)(N=[N+]=[N-])=O)=CC=1.N=[PH3].O.C(OC(OC(OC(C)(C)C)=O)=O)(C)(C)C. The catalyst is C(Cl)Cl.CN(C)C1C=CN=CC=1.C1COCC1. The product is [C:1]([O:5][C:6]([N:8]1[CH2:12][C@@H:11]([NH:36][C:44]([O:46][C:47]([CH3:49])([CH3:17])[CH3:48])=[O:45])[CH2:10][C@H:9]1[CH2:14][C:15]#[CH:16])=[O:7])([CH3:4])([CH3:3])[CH3:2]. The yield is 0.730. (5) The reactants are C([O:3][C:4](=O)[C:5]1[CH:10]=[CH:9][C:8]([N:11]2[C:15]([NH:16][C:17]([NH:19][C:20]3[C:29]4[C:24](=[CH:25][CH:26]=[CH:27][CH:28]=4)[CH:23]=[CH:22][CH:21]=3)=[O:18])=[CH:14][C:13]([C:30](C)([CH3:32])[CH3:31])=[N:12]2)=[CH:7][CH:6]=1)C.[H-].[H-].[H-].[H-].[Li+].[Al+3]. The catalyst is C1COCC1. The product is [OH:3][CH2:4][C:5]1[CH:10]=[CH:9][C:8]([N:11]2[C:15]([NH:16][C:17]([NH:19][C:20]3[C:29]4[C:24](=[CH:25][CH:26]=[CH:27][CH:28]=4)[CH:23]=[CH:22][CH:21]=3)=[O:18])=[CH:14][C:13]([CH:30]([CH3:32])[CH3:31])=[N:12]2)=[CH:7][CH:6]=1. The yield is 0.920. (6) The product is [C:1]([C:3]1[CH:8]=[CH:7][C:6]([C@@H:9]2[C:14]([C:15]#[N:16])=[C:13]([CH3:17])[N:12]([C:18]3[CH:23]=[CH:22][CH:21]=[C:20]([C:24]([F:27])([F:26])[F:25])[CH:19]=3)[C:11](=[O:28])[N:10]2[S:38]([CH:36]([CH3:37])[CH3:35])(=[O:40])=[O:39])=[C:5]([S:29]([CH3:32])(=[O:31])=[O:30])[CH:4]=1)#[N:2]. The reactants are [C:1]([C:3]1[CH:8]=[CH:7][C:6]([C@@H:9]2[C:14]([C:15]#[N:16])=[C:13]([CH3:17])[N:12]([C:18]3[CH:23]=[CH:22][CH:21]=[C:20]([C:24]([F:27])([F:26])[F:25])[CH:19]=3)[C:11](=[O:28])[NH:10]2)=[C:5]([S:29]([CH3:32])(=[O:31])=[O:30])[CH:4]=1)#[N:2].[H-].[Na+].[CH3:35][CH:36]([S:38](Cl)(=[O:40])=[O:39])[CH3:37]. The yield is 0.720. No catalyst specified.